From a dataset of Reaction yield outcomes from USPTO patents with 853,638 reactions. Predict the reaction yield, written as a fraction of the theoretical maximum amount of product (1.0 means a 100% yield; for example, 0.34 means a 34% yield). (1) The reactants are O=S(Cl)Cl.[Br:5][C:6]1[C:7]([O:22][CH2:23][CH2:24][C:25]([OH:27])=O)=[CH:8][CH:9]=[C:10]2[C:14]=1[N:13]([C:15]1[CH:20]=[CH:19][C:18]([F:21])=[CH:17][CH:16]=1)[N:12]=[CH:11]2.[Cl-].[Al+3].[Cl-].[Cl-]. The catalyst is C(Cl)Cl. The product is [Br:5][C:6]1[C:7]2[O:22][CH2:23][CH2:24][C:25](=[O:27])[C:8]=2[CH:9]=[C:10]2[C:14]=1[N:13]([C:15]1[CH:20]=[CH:19][C:18]([F:21])=[CH:17][CH:16]=1)[N:12]=[CH:11]2. The yield is 0.820. (2) The reactants are [CH2:1]([O:3][C:4](=[O:24])[CH2:5][CH2:6][N:7]1[CH2:12][CH2:11][N:10](C(OCC2C=CC=CC=2)=O)[CH2:9][C:8]1=[O:23])[CH3:2]. The catalyst is C(O)C.[OH-].[OH-].[Pd+2]. The product is [O:23]=[C:8]1[CH2:9][NH:10][CH2:11][CH2:12][N:7]1[CH2:6][CH2:5][C:4]([O:3][CH2:1][CH3:2])=[O:24]. The yield is 1.00. (3) The reactants are Cl.[NH2:2][C@H:3]([C:14]([O:16][CH3:17])=[O:15])[CH2:4][C:5]1[C:13]2[C:8](=[CH:9][CH:10]=[CH:11][CH:12]=2)[NH:7][CH:6]=1.C(N(CC)CC)C.[C:25]([O:28][C:29]1[CH:30]=[C:31]([CH:37]=[CH:38][CH:39]=1)[CH:32]=[CH:33][C:34](O)=[O:35])(=[O:27])[CH3:26].CCN=C=NCCCN(C)C.Cl. The catalyst is C(Cl)Cl. The product is [C:25]([O:28][C:29]1[CH:30]=[C:31]([CH:32]=[CH:33][C:34]([NH:2][C@H:3]([C:14]([O:16][CH3:17])=[O:15])[CH2:4][C:5]2[C:13]3[C:8](=[CH:9][CH:10]=[CH:11][CH:12]=3)[NH:7][CH:6]=2)=[O:35])[CH:37]=[CH:38][CH:39]=1)(=[O:27])[CH3:26]. The yield is 0.980. (4) The reactants are [C:1]1([C:20]2[CH:25]=[CH:24][CH:23]=[CH:22][CH:21]=2)[CH:6]=[CH:5][CH:4]=[C:3]([S:7][C:8]2[CH:13]=[C:12]([O:14][CH3:15])[C:11]([O:16][CH3:17])=[C:10]([O:18][CH3:19])[CH:9]=2)[CH:2]=1.C1C=C(Cl)C=C(C(OO)=[O:34])C=1. The catalyst is ClCCl. The product is [CH3:19][O:18][C:10]1[CH:9]=[C:8]([S:7]([C:3]2[CH:2]=[C:1]([C:20]3[CH:25]=[CH:24][CH:23]=[CH:22][CH:21]=3)[CH:6]=[CH:5][CH:4]=2)=[O:34])[CH:13]=[C:12]([O:14][CH3:15])[C:11]=1[O:16][CH3:17]. The yield is 0.870. (5) The reactants are [C-:1]#[N:2].[Na+].[NH2:4][C:5]1[CH:12]=[CH:11][C:8]([C:9]#[N:10])=[C:7]([F:13])[CH:6]=1.[C:14]1(=O)[CH2:18][CH2:17][CH2:16][CH2:15]1. The catalyst is C(O)(=O)C. The product is [C:1]([C:14]1([NH:4][C:5]2[CH:12]=[CH:11][C:8]([C:9]#[N:10])=[C:7]([F:13])[CH:6]=2)[CH2:18][CH2:17][CH2:16][CH2:15]1)#[N:2]. The yield is 0.900. (6) The reactants are [Br:1]Br.[CH:3]1([C:6]2[N:7]([CH2:17][O:18][CH2:19][CH2:20][Si:21]([CH3:24])([CH3:23])[CH3:22])[CH:8]=[C:9]([C:11]3[CH:16]=[CH:15][N:14]=[CH:13][N:12]=3)[N:10]=2)[CH2:5][CH2:4]1.C([O-])([O-])=O.[Na+].[Na+]. The catalyst is C(Cl)Cl. The yield is 0.630. The product is [Br:1][C:8]1[N:7]([CH2:17][O:18][CH2:19][CH2:20][Si:21]([CH3:24])([CH3:23])[CH3:22])[C:6]([CH:3]2[CH2:4][CH2:5]2)=[N:10][C:9]=1[C:11]1[CH:16]=[CH:15][N:14]=[CH:13][N:12]=1. (7) The reactants are [CH2:1]1[CH2:14][O:13][C:8]23[O:9][CH2:10][CH2:11][O:12][C:3]2([C@:4]2([CH2:27][CH2:26][C@H:25]4[C@@H:15]([CH2:16][C@H:17]([CH:28]=[CH2:29])[CH:18]5[C@:23]4([CH3:24])[CH2:22][CH2:21][CH2:20][CH2:19]5)[C@@H:6]2[CH2:7]3)[CH3:5])[O:2]1.C1COC23OCCOC2([C@]2(CC[C@H]4[C@@H](C[C@H](CO)C5[C@]4(C)CCCC5)[C@@H]2C3)C)[O:31]1. No catalyst specified. The product is [CH2:11]1[CH2:10][O:9][C:8]23[O:13][CH2:14][CH2:1][O:2][C:3]2([C@:4]2([CH2:27][CH2:26][C@H:25]4[C@@H:15]([CH2:16][C@H:17]([CH2:28][CH2:29][OH:31])[CH:18]5[C@:23]4([CH3:24])[CH2:22][CH2:21][CH2:20][CH2:19]5)[C@@H:6]2[CH2:7]3)[CH3:5])[O:12]1. The yield is 0.960.